From a dataset of Reaction yield outcomes from USPTO patents with 853,638 reactions. Predict the reaction yield, written as a fraction of the theoretical maximum amount of product (1.0 means a 100% yield; for example, 0.34 means a 34% yield). The reactants are [Cl:1][C:2]1[CH:7]=[CH:6][C:5]([CH:8]([CH2:13]O)[C:9]([O:11][CH3:12])=[O:10])=[CH:4][CH:3]=1.CS(Cl)(=O)=O. The catalyst is C(Cl)Cl. The product is [Cl:1][C:2]1[CH:3]=[CH:4][C:5]([C:8](=[CH2:13])[C:9]([O:11][CH3:12])=[O:10])=[CH:6][CH:7]=1. The yield is 0.850.